The task is: Predict the reactants needed to synthesize the given product.. This data is from Full USPTO retrosynthesis dataset with 1.9M reactions from patents (1976-2016). (1) The reactants are: C(OC([NH:11][CH2:12][C@@H:13]([CH2:17][C@H:18]([CH3:25])[CH2:19][CH2:20][CH2:21][CH:22]([CH3:24])[CH3:23])[C:14]([OH:16])=[O:15])=O)C1C=CC=CC=1.[H][H]. Given the product [NH2:11][CH2:12][CH:13]([CH2:17][CH:18]([CH3:25])[CH2:19][CH2:20][CH2:21][CH:22]([CH3:24])[CH3:23])[C:14]([OH:16])=[O:15], predict the reactants needed to synthesize it. (2) Given the product [O:3]1[C:7]2[CH:8]=[CH:9][CH:10]=[CH:11][C:6]=2[CH:5]=[C:4]1[CH:12]([C:17]([CH3:18])=[O:19])[C:13]([O:15][CH3:16])=[O:14], predict the reactants needed to synthesize it. The reactants are: [H-].[Na+].[O:3]1[C:7]2[CH:8]=[CH:9][CH:10]=[CH:11][C:6]=2[CH:5]=[C:4]1[CH2:12][C:13]([O:15][CH3:16])=[O:14].[C:17](OC)(=[O:19])[CH3:18].[Cl-].[NH4+].